This data is from Reaction yield outcomes from USPTO patents with 853,638 reactions. The task is: Predict the reaction yield, written as a fraction of the theoretical maximum amount of product (1.0 means a 100% yield; for example, 0.34 means a 34% yield). The catalyst is C(Cl)Cl. The reactants are [O:1]1[CH:6]=[CH:5][CH2:4][CH2:3][CH2:2]1.[CH2:7]([O:9][C:10](=[O:34])[C:11]([CH3:33])([CH3:32])[CH2:12][CH2:13][CH2:14][CH2:15][CH2:16][CH:17]([OH:31])[CH2:18][CH2:19][CH2:20][CH2:21][CH2:22][C:23]([CH3:30])([CH3:29])[C:24]([O:26][CH2:27][CH3:28])=[O:25])[CH3:8].O.C1(C)C=CC(S(O)(=O)=O)=CC=1. The product is [CH2:27]([O:26][C:24](=[O:25])[C:23]([CH3:29])([CH3:30])[CH2:22][CH2:21][CH2:20][CH2:19][CH2:18][CH:17]([O:31][CH:6]1[CH2:5][CH2:4][CH2:3][CH2:2][O:1]1)[CH2:16][CH2:15][CH2:14][CH2:13][CH2:12][C:11]([CH3:33])([CH3:32])[C:10]([O:9][CH2:7][CH3:8])=[O:34])[CH3:28]. The yield is 0.620.